This data is from Full USPTO retrosynthesis dataset with 1.9M reactions from patents (1976-2016). The task is: Predict the reactants needed to synthesize the given product. (1) Given the product [CH3:71][O:72][C:73](=[O:74])[NH:75][CH:76]([C:6]([N:8]1[CH2:12][CH2:11][CH2:10][CH:9]1[C:13]1[NH:14][C:15]([C:18]2[CH:19]=[CH:20][C:21]([C:24]3[CH:29]=[CH:28][C:27]([C:55]4[NH:54][C:53]([CH:49]5[CH2:50][CH2:51][CH2:52][N:48]5[C:46](=[O:47])[CH:83]([NH:84][C:59]([O:61][CH3:65])=[O:62])[CH:113]([CH3:114])[CH3:115])=[N:57][CH:56]=4)=[CH:26][C:25]=3[C:39]#[N:40])=[CH:22][CH:23]=2)=[CH:16][N:17]=1)=[O:5])[CH:80]([CH3:82])[CH3:81], predict the reactants needed to synthesize it. The reactants are: C([O:5][C:6]([N:8]1[CH2:12][CH2:11][CH2:10][CH:9]1[C:13]1[NH:14][C:15]([C:18]2[CH:23]=[CH:22][C:21]([C:24]3[CH:29]=[CH:28][C:27](B4OC(C)(C)C(C)(C)O4)=[CH:26][C:25]=3[C:39]#[N:40])=[CH:20][CH:19]=2)=[CH:16][N:17]=1)=O)(C)(C)C.C(O[C:46]([N:48]1[CH2:52][CH2:51][CH2:50][CH:49]1[C:53]1[NH:54][C:55](Br)=[CH:56][N:57]=1)=[O:47])(C)(C)C.[C:59](=[O:62])([O-:61])[O-].[K+].[K+].[C:65](=O)(O)[O-].[Na+].Cl.[CH3:71][O:72][C:73]([NH:75][CH:76]([CH:80]([CH3:82])[CH3:81])C(O)=O)=[O:74].[CH3:83][N:84](C(ON1N=NC2C=CC=NC1=2)=[N+](C)C)C.F[P-](F)(F)(F)(F)F.CCN([CH:113]([CH3:115])[CH3:114])C(C)C. (2) Given the product [Cl:26][C:22]1[CH:23]=[C:24]2[C:19](=[CH:20][C:21]=1[O:27][CH3:28])[NH:18][C:17](=[O:29])[C:16]([C@@H:14]([NH:13][C:2]1[C:7](=[O:8])[N:6]([CH3:9])[C:5]([C:10]#[N:11])=[CH:4][CH:3]=1)[CH3:15])=[CH:25]2, predict the reactants needed to synthesize it. The reactants are: F[C:2]1[C:7](=[O:8])[N:6]([CH3:9])[C:5]([C:10]#[N:11])=[CH:4][CH:3]=1.Cl.[NH2:13][C@H:14]([C:16]1[C:17](=[O:29])[NH:18][C:19]2[C:24]([CH:25]=1)=[CH:23][C:22]([Cl:26])=[C:21]([O:27][CH3:28])[CH:20]=2)[CH3:15].C(N(CC)C(C)C)(C)C. (3) Given the product [CH:1]([C:4]1[NH:8][N:7]=[C:6]([NH:9][C:10]2[C:11]3[CH2:26][CH2:25][CH2:24][C:12]=3[N:13]=[C:14]([N:16]3[CH2:20][CH2:19][CH2:18][C@@H:17]3[C:21]([N:27]3[CH2:32][CH2:31][O:30][CH2:29][CH2:28]3)=[O:23])[N:15]=2)[CH:5]=1)([CH3:2])[CH3:3], predict the reactants needed to synthesize it. The reactants are: [CH:1]([C:4]1[NH:8][N:7]=[C:6]([NH:9][C:10]2[C:11]3[CH2:26][CH2:25][CH2:24][C:12]=3[N:13]=[C:14]([N:16]3[CH2:20][CH2:19][CH2:18][CH:17]3[C:21]([OH:23])=O)[N:15]=2)[CH:5]=1)([CH3:3])[CH3:2].[NH:27]1[CH2:32][CH2:31][O:30][CH2:29][CH2:28]1.CN(C(ON1N=NC2C=CC=NC1=2)=[N+](C)C)C.F[P-](F)(F)(F)(F)F.CCN(C(C)C)C(C)C.